Dataset: Peptide-MHC class I binding affinity with 185,985 pairs from IEDB/IMGT. Task: Regression. Given a peptide amino acid sequence and an MHC pseudo amino acid sequence, predict their binding affinity value. This is MHC class I binding data. (1) The peptide sequence is AIMDKNIKL. The MHC is HLA-A24:02 with pseudo-sequence HLA-A24:02. The binding affinity (normalized) is 0. (2) The peptide sequence is SRWAISHWL. The MHC is HLA-A68:02 with pseudo-sequence HLA-A68:02. The binding affinity (normalized) is 0.0847.